This data is from Forward reaction prediction with 1.9M reactions from USPTO patents (1976-2016). The task is: Predict the product of the given reaction. (1) Given the reactants Cl.C(OC([N:9]1[CH2:14][CH2:13][CH:12]([C:15]([N:17]2[CH2:38][CH2:37][C:20]3([NH:24]/[C:23](=[N:25]/[C:26]([C:28]4[C:33]([NH2:34])=[N:32][C:31]([NH2:35])=[C:30]([Cl:36])[N:29]=4)=[O:27])/[NH:22][CH2:21]3)[CH2:19][CH2:18]2)=[O:16])[CH2:11][CH2:10]1)=O)(C)(C)C, predict the reaction product. The product is: [ClH:36].[NH:9]1[CH2:10][CH2:11][CH:12]([C:15]([N:17]2[CH2:18][CH2:19][C:20]3([NH:24]/[C:23](=[N:25]/[C:26]([C:28]4[C:33]([NH2:34])=[N:32][C:31]([NH2:35])=[C:30]([Cl:36])[N:29]=4)=[O:27])/[NH:22][CH2:21]3)[CH2:37][CH2:38]2)=[O:16])[CH2:13][CH2:14]1. (2) Given the reactants C([O:3][C:4]([CH:6]1[CH2:16][CH2:15][C:9]2([O:13][N:12]=[C:11]([CH3:14])[CH2:10]2)[CH2:8][CH2:7]1)=[O:5])C.O.[OH-].[Li+], predict the reaction product. The product is: [CH3:14][C:11]1[CH2:10][C:9]2([CH2:15][CH2:16][CH:6]([C:4]([OH:5])=[O:3])[CH2:7][CH2:8]2)[O:13][N:12]=1. (3) Given the reactants [Cl:1][C:2]1[CH:7]=[CH:6][C:5]([CH2:8]Cl)=[CH:4][N+:3]=1[O-:10].[CH3:11][CH:12]1[CH2:17][CH2:16][NH:15][CH2:14][CH2:13]1.[I-].[K+].C(=O)([O-])[O-], predict the reaction product. The product is: [Cl:1][C:2]1[CH:7]=[CH:6][C:5]([CH2:8][N:15]2[CH2:16][CH2:17][CH:12]([CH3:11])[CH2:13][CH2:14]2)=[CH:4][N+:3]=1[O-:10]. (4) The product is: [CH3:20][O:21][C:22]([C:24]1[CH:33]=[CH:32][C:27]2[O:28][C:29]([CH3:31])=[C:30]([C:15](=[O:16])[C:14]3[CH:18]=[CH:19][C:11]([C:5]4[CH:10]=[CH:9][CH:8]=[CH:7][CH:6]=4)=[CH:12][CH:13]=3)[C:26]=2[CH:25]=1)=[O:23]. Given the reactants [Cl-].[Al+3].[Cl-].[Cl-].[C:5]1([C:11]2[CH:19]=[CH:18][C:14]([C:15](Cl)=[O:16])=[CH:13][CH:12]=2)[CH:10]=[CH:9][CH:8]=[CH:7][CH:6]=1.[CH3:20][O:21][C:22]([C:24]1[CH:33]=[CH:32][C:27]2[O:28][C:29]([CH3:31])=[CH:30][C:26]=2[CH:25]=1)=[O:23], predict the reaction product. (5) The product is: [F:48][C:45]1[CH:46]=[C:47]2[C:42](=[CH:43][CH:44]=1)[NH:41][CH:40]=[C:39]2[CH2:38][CH2:37][CH2:36][CH2:35][N:4]1[CH2:5][CH2:6][N:1]([C:7]2[CH:8]=[CH:9][C:10]([N:13]3[CH:22]=[CH:21][C:20]4[C:15](=[CH:16][CH:17]=[CH:18][CH:19]=4)[C:14]3=[O:23])=[CH:11][CH:12]=2)[CH2:2][CH2:3]1. Given the reactants [N:1]1([C:7]2[CH:12]=[CH:11][C:10]([N:13]3[CH:22]=[CH:21][C:20]4[C:15](=[CH:16][CH:17]=[CH:18][CH:19]=4)[C:14]3=[O:23])=[CH:9][CH:8]=2)[CH2:6][CH2:5][NH:4][CH2:3][CH2:2]1.CC1C=CC(S(O[CH2:35][CH2:36][CH2:37][CH2:38][C:39]2[C:47]3[C:42](=[CH:43][CH:44]=[C:45]([F:48])[CH:46]=3)[NH:41][CH:40]=2)(=O)=O)=CC=1.C(=O)([O-])[O-].[K+].[K+].[I-].[K+], predict the reaction product. (6) Given the reactants [Cl:1][C:2]1[S:6][C:5]([S:7](Cl)(=[O:9])=[O:8])=[CH:4][CH:3]=1.[Cl:11][C:12]1[CH:13]=[C:14]([CH:20]=[CH:21][C:22]=1[Cl:23])[CH2:15][NH:16][CH:17]([CH3:19])[CH3:18].C(N(CC)CC)C, predict the reaction product. The product is: [Cl:1][C:2]1[S:6][C:5]([S:7]([N:16]([CH2:15][C:14]2[CH:20]=[CH:21][C:22]([Cl:23])=[C:12]([Cl:11])[CH:13]=2)[CH:17]([CH3:18])[CH3:19])(=[O:9])=[O:8])=[CH:4][CH:3]=1. (7) Given the reactants [CH3:1][O:2][C:3]1[CH:4]=[C:5]2[C:10](=[CH:11][CH:12]=1)[CH2:9][CH:8]([C:13]1[CH:18]=[CH:17][CH:16]=[CH:15][C:14]=1[NH2:19])[CH2:7][CH2:6]2.[OH-].[Na+].Cl.[F:23][C:24]1[CH:25]=[C:26]([CH:30]=[CH:31][C:32]=1[O:33][CH2:34][CH2:35][N:36]1[CH2:41][CH2:40][CH2:39][CH2:38][CH2:37]1)[C:27](Cl)=O, predict the reaction product. The product is: [F:23][C:24]1[CH:25]=[C:26]([CH:30]=[CH:31][C:32]=1[O:33][CH2:34][CH2:35][N:36]1[CH2:41][CH2:40][CH2:39][CH2:38][CH2:37]1)[CH2:27][NH:19][C:14]1[CH:15]=[CH:16][CH:17]=[CH:18][C:13]=1[CH:8]1[CH2:7][CH2:6][C:5]2[C:10](=[CH:11][CH:12]=[C:3]([O:2][CH3:1])[CH:4]=2)[CH2:9]1.